Dataset: Catalyst prediction with 721,799 reactions and 888 catalyst types from USPTO. Task: Predict which catalyst facilitates the given reaction. (1) Reactant: [C:1]([O:5][C:6]([C:8]1[N:9]([C:35]2[CH:39]=[CH:38][S:37][CH:36]=2)[C:10]2[C:15]([C:16]=1[NH:17][C:18]([NH:20][C:21]1[C:25]([C:26]([O:28]C)=O)=[CH:24][S:23][CH:22]=1)=[O:19])=[C:14]([CH3:30])[C:13]([C:31]([F:34])([F:33])[F:32])=[CH:12][CH:11]=2)=[O:7])([CH3:4])([CH3:3])[CH3:2].C[O-].[Na+].C(OCC)(=O)C. Product: [C:1]([O:5][C:6]([C:8]1[N:9]([C:35]2[CH:39]=[CH:38][S:37][CH:36]=2)[C:10]2[C:15]([C:16]=1[N:17]1[C:26](=[O:28])[C:25]3=[CH:24][S:23][CH:22]=[C:21]3[NH:20][C:18]1=[O:19])=[C:14]([CH3:30])[C:13]([C:31]([F:34])([F:32])[F:33])=[CH:12][CH:11]=2)=[O:7])([CH3:4])([CH3:2])[CH3:3]. The catalyst class is: 5. (2) Reactant: [CH2:1]([NH2:4])[CH:2]=[CH2:3].Cl[CH2:6][Si:7]([CH3:10])([CH3:9])[CH3:8].[OH-].[Na+]. Product: [CH2:1]([NH:4][CH2:6][Si:7]([CH3:10])([CH3:9])[CH3:8])[CH:2]=[CH2:3]. The catalyst class is: 6. (3) Reactant: [Cl:1][C:2]1[CH:7]=[CH:6][C:5]([N:8]2[C:17](=[O:18])[C:16]3[C:11](=[C:12]([I:26])[C:13]([N:19]([CH2:23][CH2:24][OH:25])C(=O)C)=[CH:14][CH:15]=3)[N:10]=[C:9]2[CH:27]([CH3:29])[CH3:28])=[CH:4][CH:3]=1.[OH-].[K+].Cl. Product: [Cl:1][C:2]1[CH:3]=[CH:4][C:5]([N:8]2[C:17](=[O:18])[C:16]3[C:11](=[C:12]([I:26])[C:13]([NH:19][CH2:23][CH2:24][OH:25])=[CH:14][CH:15]=3)[N:10]=[C:9]2[CH:27]([CH3:29])[CH3:28])=[CH:6][CH:7]=1. The catalyst class is: 5. (4) Reactant: [F:1][C:2]1[CH:3]=[CH:4][C:5]([O:27][CH3:28])=[C:6]([C:8]2[CH:13]=[CH:12][N:11]=[C:10]3[N:14]([S:18]([C:21]4[CH:26]=[CH:25][CH:24]=[CH:23][CH:22]=4)(=[O:20])=[O:19])[C:15](I)=[CH:16][C:9]=23)[CH:7]=1.CC1(C)C(C)(C)OB([C:37]2[CH2:42][CH2:41][N:40]([C:43]([O:45][C:46]([CH3:49])([CH3:48])[CH3:47])=[O:44])[CH2:39][CH:38]=2)O1.C(=O)(O)[O-].[Na+]. Product: [F:1][C:2]1[CH:3]=[CH:4][C:5]([O:27][CH3:28])=[C:6]([C:8]2[CH:13]=[CH:12][N:11]=[C:10]3[N:14]([S:18]([C:21]4[CH:26]=[CH:25][CH:24]=[CH:23][CH:22]=4)(=[O:20])=[O:19])[C:15]([C:37]4[CH2:42][CH2:41][N:40]([C:43]([O:45][C:46]([CH3:49])([CH3:48])[CH3:47])=[O:44])[CH2:39][CH:38]=4)=[CH:16][C:9]=23)[CH:7]=1. The catalyst class is: 9. (5) Reactant: [CH3:1][CH:2]([C:4]1[CH:9]=[CH:8][C:7]([C:10](=[CH2:13])[CH:11]=[O:12])=[CH:6][CH:5]=1)[CH3:3].[CH3:14][Li]. Product: [CH3:3][CH:2]([C:4]1[CH:5]=[CH:6][C:7]([C:10](=[CH2:13])[CH:11]([OH:12])[CH3:14])=[CH:8][CH:9]=1)[CH3:1]. The catalyst class is: 27. (6) Reactant: [CH2:1]([O:8][CH2:9][C:10]([NH:12][C:13]1[CH:14]=[C:15]2[C:19](=[CH:20][C:21]=1[C:22]#[N:23])[CH:18]([NH:24][C:25]1[CH:37]=[CH:36][C:28]([C:29]([O:31][C:32]([CH3:35])([CH3:34])[CH3:33])=[O:30])=[CH:27][CH:26]=1)[CH2:17][CH2:16]2)=O)[C:2]1[CH:7]=[CH:6][CH:5]=[CH:4][CH:3]=1.CC[OH:40].OO.[OH-].[Na+]. Product: [CH2:1]([O:8][CH2:9][C:10]1[NH:23][C:22](=[O:40])[C:21]2[C:13](=[CH:14][C:15]3[CH2:16][CH2:17][CH:18]([NH:24][C:25]4[CH:37]=[CH:36][C:28]([C:29]([O:31][C:32]([CH3:35])([CH3:34])[CH3:33])=[O:30])=[CH:27][CH:26]=4)[C:19]=3[CH:20]=2)[N:12]=1)[C:2]1[CH:3]=[CH:4][CH:5]=[CH:6][CH:7]=1. The catalyst class is: 6.